Predict the product of the given reaction. From a dataset of Forward reaction prediction with 1.9M reactions from USPTO patents (1976-2016). (1) Given the reactants [CH3:1][N:2]1[C:10]2[C:5](=[CH:6][C:7]([N:11]3[CH:15]=[CH:14][CH:13]=[CH:12]3)=[CH:8][CH:9]=2)[C:4]([C:16]2[CH:21]=[CH:20][CH:19]=[CH:18][CH:17]=2)=[C:3]1[C:22](O)=[O:23].Cl.CN(C)CCCN=C=NCC.Cl.C([O:40][C:41](=[O:51])[C@H:42]([CH2:44][C:45]1[CH:50]=[CH:49][CH:48]=[CH:47][CH:46]=1)[NH2:43])C.CN1CCOCC1.O.[OH-].[Li+], predict the reaction product. The product is: [CH3:1][N:2]1[C:10]2[C:5](=[CH:6][C:7]([N:11]3[CH:12]=[CH:13][CH:14]=[CH:15]3)=[CH:8][CH:9]=2)[C:4]([C:16]2[CH:21]=[CH:20][CH:19]=[CH:18][CH:17]=2)=[C:3]1[C:22]([NH:43][C@H:42]([C:41]([OH:40])=[O:51])[CH2:44][C:45]1[CH:46]=[CH:47][CH:48]=[CH:49][CH:50]=1)=[O:23]. (2) Given the reactants CC1(C)C(C)(C)OBO1.Br[C:11]1[C:12]2[O:21][C:20]([CH2:22][OH:23])=[CH:19][C:13]=2[C:14](=[O:18])[N:15]([CH3:17])[CH:16]=1.C(N(CC)CC)C.C(=O)([O-])[O-].[K+].[K+].Br[C:38]1[CH:43]=[CH:42][N:41]=[C:40]([NH:44][C:45](=[O:47])[CH3:46])[CH:39]=1, predict the reaction product. The product is: [OH:23][CH2:22][C:20]1[O:21][C:12]2[C:11]([C:38]3[CH:43]=[CH:42][N:41]=[C:40]([NH:44][C:45](=[O:47])[CH3:46])[CH:39]=3)=[CH:16][N:15]([CH3:17])[C:14](=[O:18])[C:13]=2[CH:19]=1. (3) Given the reactants [NH3:1].CO.Cl[C:5]1[N:10]=[C:9]([Cl:11])[N:8]=[C:7]([CH3:12])[N:6]=1.C1(C)C=CC=CC=1, predict the reaction product. The product is: [Cl:11][C:9]1[N:8]=[C:7]([CH3:12])[N:6]=[C:5]([NH2:1])[N:10]=1. (4) Given the reactants C(=O)([O-])[O-].[K+].[K+].I[C:8]1[CH:9]=[C:10]([CH:15]=[CH:16][CH:17]=1)[C:11]([O:13][CH3:14])=[O:12].[CH3:18][O:19][C:20]1[CH:21]=[C:22]([SH:26])[CH:23]=[CH:24][CH:25]=1.CCCCCCCCCCCC, predict the reaction product. The product is: [CH3:18][O:19][C:20]1[CH:21]=[C:22]([S:26][C:8]2[CH:9]=[C:10]([CH:15]=[CH:16][CH:17]=2)[C:11]([O:13][CH3:14])=[O:12])[CH:23]=[CH:24][CH:25]=1. (5) Given the reactants [CH3:1][O:2][C:3]1[CH:27]=[C:26]([O:28][CH3:29])[CH:25]=[CH:24][C:4]=1[CH2:5][N:6]1[C:9](=[O:10])[C@@H:8]([NH:11][C:12](=[O:21])[O:13][CH2:14][C:15]2[CH:20]=[CH:19][CH:18]=[CH:17][CH:16]=2)[C@H:7]1[CH2:22]I.[N-:30]=[N+:31]=[N-:32].C([N+](CCCC)(CCCC)CCCC)CCC, predict the reaction product. The product is: [N:30]([CH2:22][C@@H:7]1[C@H:8]([NH:11][C:12](=[O:21])[O:13][CH2:14][C:15]2[CH:20]=[CH:19][CH:18]=[CH:17][CH:16]=2)[C:9](=[O:10])[N:6]1[CH2:5][C:4]1[CH:24]=[CH:25][C:26]([O:28][CH3:29])=[CH:27][C:3]=1[O:2][CH3:1])=[N+:31]=[N-:32]. (6) Given the reactants [Br:1][C:2]1[C:13](=[O:14])[N:12]([CH2:15][CH3:16])[C:5]2[N:6]=[C:7]([S:10][CH3:11])[N:8]=[CH:9][C:4]=2[CH:3]=1.C(Cl)Cl.C1C=C(Cl)C=C(C(OO)=[O:28])C=1, predict the reaction product. The product is: [Br:1][C:2]1[C:13](=[O:14])[N:12]([CH2:15][CH3:16])[C:5]2[N:6]=[C:7]([S:10]([CH3:11])=[O:28])[N:8]=[CH:9][C:4]=2[CH:3]=1.